Predict the reaction yield, written as a fraction of the theoretical maximum amount of product (1.0 means a 100% yield; for example, 0.34 means a 34% yield). From a dataset of Reaction yield outcomes from USPTO patents with 853,638 reactions. (1) The reactants are [CH2:1]([N:8]1[CH2:12][CH2:11][C:10](=[C:13]([C:15]2([O:18][Si:19]([C:22]([CH3:25])([CH3:24])[CH3:23])([CH3:21])[CH3:20])[CH2:17][CH2:16]2)[OH:14])[CH2:9]1)[C:2]1[CH:7]=[CH:6][CH:5]=[CH:4][CH:3]=1.N1C(C)=CC=CC=1C.[Si:34](OS(C(F)(F)F)(=O)=O)([C:37]([CH3:40])([CH3:39])[CH3:38])([CH3:36])[CH3:35]. The catalyst is C(Cl)Cl. The product is [CH2:1]([N:8]1[CH2:12][CH2:11][C:10](=[C:13]([C:15]2([O:18][Si:19]([C:22]([CH3:25])([CH3:24])[CH3:23])([CH3:20])[CH3:21])[CH2:17][CH2:16]2)[O:14][Si:34]([C:37]([CH3:40])([CH3:39])[CH3:38])([CH3:36])[CH3:35])[CH2:9]1)[C:2]1[CH:3]=[CH:4][CH:5]=[CH:6][CH:7]=1. The yield is 0.210. (2) The reactants are [CH3:1][O:2][C:3]1[CH:4]=[C:5]([CH:7]=[CH:8][C:9]=1[C:10]1[O:14][CH:13]=[N:12][CH:11]=1)[NH2:6].[Cl:15][C:16]1[S:20][C:19]([S:21](Cl)(=[O:23])=[O:22])=[CH:18][C:17]=1[N+:25]([O-:27])=[O:26]. No catalyst specified. The product is [Cl:15][C:16]1[S:20][C:19]([S:21]([NH:6][C:5]2[CH:7]=[CH:8][C:9]([C:10]3[O:14][CH:13]=[N:12][CH:11]=3)=[C:3]([O:2][CH3:1])[CH:4]=2)(=[O:22])=[O:23])=[CH:18][C:17]=1[N+:25]([O-:27])=[O:26]. The yield is 0.493. (3) The reactants are Br[C:2]1[C:7](=[O:8])[N:6]([CH2:9][C:10]2[CH:15]=[CH:14][C:13]([C:16]3[C:17]([C:22]#[N:23])=[CH:18][CH:19]=[CH:20][CH:21]=3)=[CH:12][C:11]=2[F:24])[C:5]([CH2:25][CH2:26][CH2:27][CH3:28])=[N:4][C:3]=1[CH3:29].[F:30][C:31]1[CH:36]=[CH:35][C:34](B(O)O)=[CH:33][CH:32]=1.C(=O)([O-])[O-].[Cs+].[Cs+]. The catalyst is O1CCOCC1.C(OCC)(=O)C.C1C=CC(P(C2C=CC=CC=2)[C-]2C=CC=C2)=CC=1.C1C=CC(P(C2C=CC=CC=2)[C-]2C=CC=C2)=CC=1.Cl[Pd]Cl.[Fe+2]. The product is [CH2:25]([C:5]1[N:6]([CH2:9][C:10]2[CH:15]=[CH:14][C:13]([C:16]3[C:17]([C:22]#[N:23])=[CH:18][CH:19]=[CH:20][CH:21]=3)=[CH:12][C:11]=2[F:24])[C:7](=[O:8])[C:2]([C:34]2[CH:35]=[CH:36][C:31]([F:30])=[CH:32][CH:33]=2)=[C:3]([CH3:29])[N:4]=1)[CH2:26][CH2:27][CH3:28]. The yield is 0.980. (4) The reactants are [OH:1][C@H:2]1[CH2:6][N:5]([C:7]([O:9][C:10]([CH3:13])([CH3:12])[CH3:11])=[O:8])[C@H:4]([C:14](OC)=[O:15])[CH2:3]1.[Li+].[BH4-].O.Cl. The catalyst is C1COCC1. The product is [OH:1][C@H:2]1[CH2:6][N:5]([C:7]([O:9][C:10]([CH3:11])([CH3:12])[CH3:13])=[O:8])[C@H:4]([CH2:14][OH:15])[CH2:3]1. The yield is 0.950. (5) The reactants are [O:1]1[C:5]2([CH2:10][CH2:9][N:8]([C:11]3[CH:16]=[CH:15][C:14]([NH2:17])=[CH:13][CH:12]=3)[CH2:7][CH2:6]2)[O:4][CH2:3][CH2:2]1.[C:18]([NH:21][C:22]1[CH:31]=[CH:30][C:25]([S:26](Cl)(=[O:28])=[O:27])=[CH:24][CH:23]=1)(=[O:20])[CH3:19]. The catalyst is O1CCOCC1.C(N(CC)CC)C. The product is [O:4]1[C:5]2([CH2:10][CH2:9][N:8]([C:11]3[CH:16]=[CH:15][C:14]([NH:17][S:26]([C:25]4[CH:24]=[CH:23][C:22]([NH:21][C:18](=[O:20])[CH3:19])=[CH:31][CH:30]=4)(=[O:28])=[O:27])=[CH:13][CH:12]=3)[CH2:7][CH2:6]2)[O:1][CH2:2][CH2:3]1. The yield is 0.430. (6) The reactants are CO[C:3](=[O:22])[C:4]1[CH:9]=[C:8]([C:10]2[N:11]([CH:15]([CH3:17])[CH3:16])[N:12]=[CH:13][CH:14]=2)[C:7]([CH:18]([F:20])[F:19])=[CH:6][C:5]=1[NH2:21].CC[N:25]([CH2:28]C)CC.[CH3:30][S:31]([NH:34]N)(=[O:33])=[O:32].[OH-:36].[Na+]. The catalyst is C(Cl)Cl. The product is [F:20][CH:18]([F:19])[C:7]1[CH:6]=[C:5]2[C:4]([C:3](=[O:22])[N:25]([NH:34][S:31]([CH3:30])(=[O:33])=[O:32])[C:28](=[O:36])[NH:21]2)=[CH:9][C:8]=1[C:10]1[N:11]([CH:15]([CH3:16])[CH3:17])[N:12]=[CH:13][CH:14]=1. The yield is 0.600. (7) The reactants are [NH2:1][C:2]1[C:11]2[C:6](=[C:7](Br)[CH:8]=[CH:9][CH:10]=2)[N:5]=[N:4][C:3]=1[C:13]([NH:15][CH2:16][CH2:17][CH3:18])=[O:14].[F:19][C:20]1[CH:25]=[CH:24][CH:23]=[C:22]([O:26][CH3:27])[C:21]=1B(O)O.C(Cl)Cl.C(=O)([O-])[O-].[Na+].[Na+]. The catalyst is O.C1C=CC(P(C2C=CC=CC=2)[C-]2C=CC=C2)=CC=1.C1C=CC(P(C2C=CC=CC=2)[C-]2C=CC=C2)=CC=1.Cl[Pd]Cl.[Fe+2].C(O)(C)C.O1CCCC1. The product is [NH2:1][C:2]1[C:11]2[C:6](=[C:7]([C:21]3[C:22]([O:26][CH3:27])=[CH:23][CH:24]=[CH:25][C:20]=3[F:19])[CH:8]=[CH:9][CH:10]=2)[N:5]=[N:4][C:3]=1[C:13]([NH:15][CH2:16][CH2:17][CH3:18])=[O:14]. The yield is 0.780.